From a dataset of Full USPTO retrosynthesis dataset with 1.9M reactions from patents (1976-2016). Predict the reactants needed to synthesize the given product. (1) Given the product [NH2:27][C:18]1[CH:19]=[CH:20][C:21]([C:23]([F:26])([F:24])[F:25])=[CH:22][C:17]=1[NH:16][C:14](=[O:15])[CH2:13][C:12]([NH:11][C@H:8]1[CH2:9][CH2:10][C@@H:5]([N:4]([CH:1]([CH3:2])[CH3:3])[CH3:46])[CH2:6][C@H:7]1[CH2:36][S:37]([C:40]1[CH:45]=[CH:44][CH:43]=[CH:42][CH:41]=1)(=[O:38])=[O:39])=[O:35], predict the reactants needed to synthesize it. The reactants are: [CH:1]([N:4]([CH3:46])[C@@H:5]1[CH2:10][CH2:9][C@H:8]([NH:11][C:12](=[O:35])[CH2:13][C:14]([NH:16][C:17]2[CH:22]=[C:21]([C:23]([F:26])([F:25])[F:24])[CH:20]=[CH:19][C:18]=2[NH:27]C(=O)OC(C)(C)C)=[O:15])[C@H:7]([CH2:36][S:37]([C:40]2[CH:45]=[CH:44][CH:43]=[CH:42][CH:41]=2)(=[O:39])=[O:38])[CH2:6]1)([CH3:3])[CH3:2].C(O)(C(F)(F)F)=O. (2) Given the product [Cl:1][C:2]1[N:7]([CH2:17][CH2:18][CH3:19])[C:6](=[O:8])[N:5]([CH3:9])[C:4](=[O:10])[CH:3]=1, predict the reactants needed to synthesize it. The reactants are: [Cl:1][C:2]1[NH:7][C:6](=[O:8])[N:5]([CH3:9])[C:4](=[O:10])[CH:3]=1.C(=O)([O-])[O-].[K+].[K+].[CH2:17](I)[CH2:18][CH3:19].O. (3) The reactants are: Cl.[CH:2]([NH2:4])=[NH:3].C([O:7][CH:8]=[C:9]([C:15](OCC)=O)[C:10]([O:12][CH2:13][CH3:14])=[O:11])C.C(OCC)(=O)C.Cl. Given the product [O:7]=[C:8]1[NH:4][CH:2]=[N:3][CH:15]=[C:9]1[C:10]([O:12][CH2:13][CH3:14])=[O:11], predict the reactants needed to synthesize it. (4) Given the product [Cl:1][C:2]1[CH:3]=[C:4]([N:11]([CH2:38][CH:39]([CH3:41])[CH3:40])[C:12](=[O:18])[O:13][C:14]([CH3:15])([CH3:17])[CH3:16])[C:5]2[N:6]([CH:8]=[N:9][N:10]=2)[N:7]=1, predict the reactants needed to synthesize it. The reactants are: [Cl:1][C:2]1[CH:3]=[C:4]([NH:11][C:12](=[O:18])[O:13][C:14]([CH3:17])([CH3:16])[CH3:15])[C:5]2[N:6]([CH:8]=[N:9][N:10]=2)[N:7]=1.C1(P(C2C=CC=CC=2)C2C=CC=CC=2)C=CC=CC=1.[CH2:38](O)[CH:39]([CH3:41])[CH3:40].N(C(OC(C)C)=O)=NC(OC(C)C)=O. (5) The reactants are: [C:1]([NH:4][CH2:5][CH2:6][CH2:7][S:8]([O:11][CH2:12][C:13]([CH3:38])([CH3:37])[CH:14]([O:29]CC1C=CC=CC=1)[C:15]([O:17][CH2:18][CH2:19][O:20][C:21](=[O:28])[C:22]1[CH:27]=[CH:26][CH:25]=[CH:24][CH:23]=1)=[O:16])(=[O:10])=[O:9])(=[O:3])[CH3:2]. Given the product [C:1]([NH:4][CH2:5][CH2:6][CH2:7][S:8]([O:11][CH2:12][C:13]([CH3:38])([CH3:37])[CH:14]([OH:29])[C:15]([O:17][CH2:18][CH2:19][O:20][C:21](=[O:28])[C:22]1[CH:27]=[CH:26][CH:25]=[CH:24][CH:23]=1)=[O:16])(=[O:10])=[O:9])(=[O:3])[CH3:2], predict the reactants needed to synthesize it. (6) Given the product [Cl:10][C:11]1[CH:12]=[C:13]([NH:25][C:26]2[C:35]3[C:30](=[CH:31][CH:32]=[CH:33][C:34]=3[O:9][CH2:8][CH:3]3[CH2:4][NH:5][CH2:6][CH2:7][N:2]3[CH3:1])[N:29]=[CH:28][N:27]=2)[CH:14]=[CH:15][C:16]=1[O:17][CH2:18][C:19]1[CH:24]=[CH:23][CH:22]=[CH:21][N:20]=1, predict the reactants needed to synthesize it. The reactants are: [CH3:1][N:2]1[CH2:7][CH2:6][NH:5][CH2:4][C@H:3]1[CH2:8][OH:9].[Cl:10][C:11]1[CH:12]=[C:13]([NH:25][C:26]2[C:35]3[C:30](=[CH:31][CH:32]=[CH:33][C:34]=3F)[N:29]=[CH:28][N:27]=2)[CH:14]=[CH:15][C:16]=1[O:17][CH2:18][C:19]1[CH:24]=[CH:23][CH:22]=[CH:21][N:20]=1. (7) The reactants are: Br[CH:2]([CH2:13][CH3:14])[C:3]([C:5]1[CH:10]=[CH:9][C:8]([O:11][CH3:12])=[CH:7][CH:6]=1)=O.[N:15]1[CH:20]=[CH:19][CH:18]=[CH:17][C:16]=1[CH3:21].C(=O)([O-])[O-].[K+].[K+]. Given the product [CH2:13]([C:2]1[N:15]2[C:16]([CH:17]=[CH:18][CH:19]=[CH:20]2)=[CH:21][C:3]=1[C:5]1[CH:10]=[CH:9][C:8]([O:11][CH3:12])=[CH:7][CH:6]=1)[CH3:14], predict the reactants needed to synthesize it.